From a dataset of Reaction yield outcomes from USPTO patents with 853,638 reactions. Predict the reaction yield, written as a fraction of the theoretical maximum amount of product (1.0 means a 100% yield; for example, 0.34 means a 34% yield). (1) The product is [CH3:1][O:2][C:3]([C:5]1[C:13]2[C:12]([O:14][Si:32]([CH3:34])([CH3:33])[CH3:31])=[CH:11][CH2:10][CH2:9][C:8]=2[N:7]([C:15]([O:17][C:18]([CH3:21])([CH3:20])[CH3:19])=[O:16])[CH:6]=1)=[O:4]. The yield is 1.00. The reactants are [CH3:1][O:2][C:3]([C:5]1[C:13]2[C:12](=[O:14])[CH2:11][CH2:10][CH2:9][C:8]=2[N:7]([C:15]([O:17][C:18]([CH3:21])([CH3:20])[CH3:19])=[O:16])[CH:6]=1)=[O:4].[Na+].[I-].C(N(CC)CC)C.[CH3:31][Si:32](Cl)([CH3:34])[CH3:33].C(=O)(O)[O-].[Na+]. The catalyst is CC#N. (2) The catalyst is O1CCOCC1.[Pd].C1(P(C2C=CC=CC=2)C2C=CC=CC=2)C=CC=CC=1.C1(P(C2C=CC=CC=2)C2C=CC=CC=2)C=CC=CC=1.C1(P(C2C=CC=CC=2)C2C=CC=CC=2)C=CC=CC=1.C1(P(C2C=CC=CC=2)C2C=CC=CC=2)C=CC=CC=1. The product is [CH:32]1([C:30]([NH:29][C:28]2[C:22]3[C:23](=[N:24][CH:25]=[C:20]([C:2]([CH3:6])=[CH2:1])[C:21]=3[N:42]3[CH2:47][CH2:46][CH2:45][C@@H:44]([NH:48][C:49](=[O:50])[O:51][C:52]([CH3:53])([CH3:55])[CH3:54])[CH2:43]3)[NH:26][CH:27]=2)=[O:31])[CH2:34][CH2:33]1. The reactants are [CH3:1][C:2]1(C)[C:6](C)(C)OB(C(C)=C)O1.C(=O)([O-])[O-].[Na+].[Na+].Br[C:20]1[C:21]([N:42]2[CH2:47][CH2:46][CH2:45][C@@H:44]([NH:48][C:49]([O:51][C:52]([CH3:55])([CH3:54])[CH3:53])=[O:50])[CH2:43]2)=[C:22]2[C:28]([NH:29][C:30]([CH:32]3[CH2:34][CH2:33]3)=[O:31])=[CH:27][N:26](C(OC(C)(C)C)=O)[C:23]2=[N:24][CH:25]=1. The yield is 0.620. (3) The reactants are [C:1]([O:5][C:6]([NH:8][C@H:9]([C:13]([CH3:16])([CH3:15])[CH3:14])[C:10](O)=[O:11])=[O:7])([CH3:4])([CH3:3])[CH3:2].Cl.CN.C[CH2:21][N:22](C(C)C)C(C)C.CN(C(ON1N=NC2C=CC=CC1=2)=[N+](C)C)C.[B-](F)(F)(F)F. The catalyst is C(#N)C. The product is [CH3:14][C:13]([CH3:16])([CH3:15])[C@@H:9]([NH:8][C:6](=[O:7])[O:5][C:1]([CH3:4])([CH3:3])[CH3:2])[C:10]([NH:22][CH3:21])=[O:11]. The yield is 0.770. (4) The reactants are Br[C:2]1[CH:11]=[C:10]2[C:5]([CH:6]=[C:7]([NH:12][C:13]([CH:15]3[CH2:17][CH2:16]3)=[O:14])[N:8]=[CH:9]2)=[CH:4][CH:3]=1.[CH3:18][C:19]1[CH:24]=[CH:23][C:22]([CH3:25])=[CH:21][C:20]=1B(O)O.C(=O)([O-])[O-].[Na+].[Na+]. The catalyst is CC(P(C(C)(C)C)C1C=CC(N(C)C)=CC=1)(C)C.CC(P(C(C)(C)C)C1C=CC(N(C)C)=CC=1)(C)C.Cl[Pd]Cl.C(#N)C. The product is [CH3:18][C:19]1[CH:24]=[CH:23][C:22]([CH3:25])=[CH:21][C:20]=1[C:2]1[CH:11]=[C:10]2[C:5]([CH:6]=[C:7]([NH:12][C:13]([CH:15]3[CH2:17][CH2:16]3)=[O:14])[N:8]=[CH:9]2)=[CH:4][CH:3]=1. The yield is 0.790.